From a dataset of Full USPTO retrosynthesis dataset with 1.9M reactions from patents (1976-2016). Predict the reactants needed to synthesize the given product. (1) Given the product [Cl:65][C:66]1[CH:74]=[CH:73][C:72]([S:75]([N:78]2[C:84](=[O:85])[CH:83]([CH2:86][C:87]3[CH:92]=[C:91]([Cl:93])[CH:90]=[CH:89][C:88]=3[O:94][CH3:95])[CH2:82][NH:81][C:80](=[O:96])[CH2:79]2)(=[O:77])=[O:76])=[CH:71][C:67]=1[C:68]([NH:18][C:16]1[CH:6]=[CH:7][CH:8]=[CH:14][N:13]=1)=[O:70], predict the reactants needed to synthesize it. The reactants are: ClC1C=CC(OC)=[C:6](C=1)[CH2:7][CH:8]1[C:14](=O)[N:13]([C:16]([NH:18]C(CC)C(NCC(OC(C)(C)C)=O)=O)=O)CC(=O)NC1.ClC1C=CC(OC)=C(C=1)CC1C(=O)N(C(N[C@H](CC)C(O)=O)=O)CC(=O)NC1.[Cl:65][C:66]1[CH:74]=[CH:73][C:72]([S:75]([N:78]2[C:84](=[O:85])[CH:83]([CH2:86][C:87]3[CH:92]=[C:91]([Cl:93])[CH:90]=[CH:89][C:88]=3[O:94][CH3:95])[CH2:82][NH:81][C:80](=[O:96])[CH2:79]2)(=[O:77])=[O:76])=[CH:71][C:67]=1[C:68]([OH:70])=O.Cl.C(OC(=O)CN)(C)(C)C.NC1C=CC=CN=1. (2) Given the product [N:4]1[C:5]2=[C:14]3[C:9](=[CH:8][CH:7]=[CH:6]2)[CH2:10][CH2:11][CH2:12][N:13]3[C:3]=1[CH2:2][C:15]#[N:16], predict the reactants needed to synthesize it. The reactants are: Cl[CH2:2][C:3]1[N:13]2[C:14]3[C:9]([CH2:10][CH2:11][CH2:12]2)=[CH:8][CH:7]=[CH:6][C:5]=3[N:4]=1.[C-:15]#[N:16].[K+].